This data is from Full USPTO retrosynthesis dataset with 1.9M reactions from patents (1976-2016). The task is: Predict the reactants needed to synthesize the given product. (1) Given the product [CH2:1]([N:3]1[C:11]2[C:6](=[N:7][CH:8]=[C:9]([F:12])[CH:10]=2)[N:5]([C:13]2[CH:18]=[CH:17][C:16]([O:19][C:25]3[N:24]([CH3:23])[C:28]4=[N:29][CH:30]=[CH:31][CH:32]=[C:27]4[N:26]=3)=[CH:15][CH:14]=2)[C:4]1=[O:20])[CH3:2], predict the reactants needed to synthesize it. The reactants are: [CH2:1]([N:3]1[C:11]2[C:6](=[N:7][CH:8]=[C:9]([F:12])[CH:10]=2)[N:5]([C:13]2[CH:18]=[CH:17][C:16]([OH:19])=[CH:15][CH:14]=2)[C:4]1=[O:20])[CH3:2].[H-].[Na+].[CH3:23][N:24]1[C:28]2=[N:29][CH:30]=[CH:31][CH:32]=[C:27]2[N:26]=[C:25]1S(C)(=O)=O.O. (2) Given the product [Cl:42][C:38]1[S:37][C:36]([S:33](=[O:35])(=[O:34])[NH:32][CH:29]([CH2:28][OH:27])[CH2:30][OH:31])=[CH:40][C:39]=1[NH:41][C:12]([C:11]1[CH:10]=[N:9][N:8]2[C:3]([C:2]([F:26])([F:25])[F:1])=[CH:4][C:5]([C:15]3[CH:16]=[CH:17][C:18]([C:21]([F:22])([F:23])[F:24])=[CH:19][CH:20]=3)=[N:6][C:7]=12)=[O:13], predict the reactants needed to synthesize it. The reactants are: [F:1][C:2]([F:26])([F:25])[C:3]1[N:8]2[N:9]=[CH:10][C:11]([C:12](O)=[O:13])=[C:7]2[N:6]=[C:5]([C:15]2[CH:20]=[CH:19][C:18]([C:21]([F:24])([F:23])[F:22])=[CH:17][CH:16]=2)[CH:4]=1.[OH:27][CH2:28][CH:29]([NH:32][S:33]([C:36]1[S:37][C:38]([Cl:42])=[C:39]([NH2:41])[CH:40]=1)(=[O:35])=[O:34])[CH2:30][OH:31]. (3) The reactants are: C(OC([N:8]1[CH2:13][CH2:12][CH:11]([CH2:14][N:15]2[C:23]3[C:18](=[CH:19][CH:20]=[C:21]([N:24]4[C:28](=[O:29])[C:27]([CH3:31])([CH3:30])[N:26]([CH2:32][C:33]5[C:42]6[C:37](=[CH:38][CH:39]=[CH:40][CH:41]=6)[N:36]=[CH:35][CH:34]=5)[C:25]4=[O:43])[CH:22]=3)[C:17]([CH3:45])([CH3:44])[CH2:16]2)[CH2:10][CH2:9]1)=O)(C)(C)C.Cl. Given the product [CH3:44][C:17]1([CH3:45])[C:18]2[C:23](=[CH:22][C:21]([N:24]3[C:28](=[O:29])[C:27]([CH3:30])([CH3:31])[N:26]([CH2:32][C:33]4[C:42]5[C:37](=[CH:38][CH:39]=[CH:40][CH:41]=5)[N:36]=[CH:35][CH:34]=4)[C:25]3=[O:43])=[CH:20][CH:19]=2)[N:15]([CH2:14][CH:11]2[CH2:10][CH2:9][NH:8][CH2:13][CH2:12]2)[CH2:16]1, predict the reactants needed to synthesize it. (4) Given the product [Cl:15][C:16]1[CH:21]=[C:20]([N+:22]([O-:24])=[O:23])[CH:19]=[CH:18][C:17]=1[O:8][C:5]1[CH:4]=[CH:3][C:2]([CH3:1])=[N:7][CH:6]=1, predict the reactants needed to synthesize it. The reactants are: [CH3:1][C:2]1[N:7]=[CH:6][C:5]([OH:8])=[CH:4][CH:3]=1.C(=O)([O-])[O-].[K+].[K+].[Cl:15][C:16]1[CH:21]=[C:20]([N+:22]([O-:24])=[O:23])[CH:19]=[CH:18][C:17]=1F. (5) Given the product [F:22][C:14]1[CH:15]=[CH:16][C:17]([N+:19]([O-:21])=[O:20])=[CH:18][C:13]=1[C:11]1[N:1]=[C:2]2[N:7]=[CH:6][C:5]([OH:8])=[CH:4][N:3]2[CH:10]=1, predict the reactants needed to synthesize it. The reactants are: [NH2:1][C:2]1[N:7]=[CH:6][C:5]([OH:8])=[CH:4][N:3]=1.Br[CH2:10][C:11]([C:13]1[CH:18]=[C:17]([N+:19]([O-:21])=[O:20])[CH:16]=[CH:15][C:14]=1[F:22])=O. (6) Given the product [OH:30][CH2:13][CH2:12][CH2:11][CH2:10][C:14]1[N:19]=[C:18]([CH2:20][NH:21][C:22](=[O:28])[O:23][C:24]([CH3:27])([CH3:26])[CH3:25])[CH:17]=[CH:16][CH:15]=1, predict the reactants needed to synthesize it. The reactants are: B1C2CCCC1CCC2.[CH2:10]([C:14]1[N:19]=[C:18]([CH2:20][NH:21][C:22](=[O:28])[O:23][C:24]([CH3:27])([CH3:26])[CH3:25])[CH:17]=[CH:16][CH:15]=1)[CH2:11][CH:12]=[CH2:13].B1([O-])O[O:30]1.O.O.O.O.[Na+]. (7) Given the product [C:28]([O:32][C:33]([N:35]1[CH2:40][CH2:39][N:38]([C:41]2[CH:46]=[CH:45][C:44]([C:7]3[C:16]4[C:11](=[CH:12][CH:13]=[C:14]([C:17]([O:19][CH2:20][CH2:21][Si:22]([CH3:25])([CH3:24])[CH3:23])=[O:18])[CH:15]=4)[CH:10]=[N:9][CH:8]=3)=[CH:43][CH:42]=2)[CH2:37][CH2:36]1)=[O:34])([CH3:31])([CH3:29])[CH3:30], predict the reactants needed to synthesize it. The reactants are: FC(F)(F)S(O[C:7]1[C:16]2[C:11](=[CH:12][CH:13]=[C:14]([C:17]([O:19][CH2:20][CH2:21][Si:22]([CH3:25])([CH3:24])[CH3:23])=[O:18])[CH:15]=2)[CH:10]=[N:9][CH:8]=1)(=O)=O.[C:28]([O:32][C:33]([N:35]1[CH2:40][CH2:39][N:38]([C:41]2[CH:46]=[CH:45][C:44](B3OC(C)(C)C(C)(C)O3)=[CH:43][CH:42]=2)[CH2:37][CH2:36]1)=[O:34])([CH3:31])([CH3:30])[CH3:29]. (8) The reactants are: [C:1]([N:9]1[C:17]2[C:12](=[CH:13][C:14]([N+:18]([O-])=O)=[CH:15][CH:16]=2)[CH:11]=[CH:10]1)(=[O:8])[C:2]1[CH:7]=[CH:6][CH:5]=[CH:4][CH:3]=1. Given the product [C:1]([N:9]1[C:17]2[C:12](=[CH:13][C:14]([NH2:18])=[CH:15][CH:16]=2)[CH:11]=[CH:10]1)(=[O:8])[C:2]1[CH:3]=[CH:4][CH:5]=[CH:6][CH:7]=1, predict the reactants needed to synthesize it.